Dataset: Peptide-MHC class II binding affinity with 134,281 pairs from IEDB. Task: Regression. Given a peptide amino acid sequence and an MHC pseudo amino acid sequence, predict their binding affinity value. This is MHC class II binding data. (1) The peptide sequence is TPEAKFDSFVASLTE. The MHC is HLA-DPA10201-DPB11401 with pseudo-sequence HLA-DPA10201-DPB11401. The binding affinity (normalized) is 0.644. (2) The peptide sequence is GELQFVDKIDAAFKI. The MHC is DRB5_0101 with pseudo-sequence DRB5_0101. The binding affinity (normalized) is 0.977.